From a dataset of Full USPTO retrosynthesis dataset with 1.9M reactions from patents (1976-2016). Predict the reactants needed to synthesize the given product. Given the product [ClH:1].[ClH:1].[Br:3][C:4]1[CH:5]=[C:6]([CH:12]([C:21]([CH2:22][CH3:23])([OH:24])[CH2:25][CH3:26])[CH2:13][N:14]2[CH2:15][CH2:16][NH:17][CH2:18][CH2:19]2)[CH:7]=[CH:8][C:9]=1[O:10][CH3:11], predict the reactants needed to synthesize it. The reactants are: [ClH:1].Cl.[Br:3][C:4]1[CH:5]=[C:6]([CH:12]([C:21]([CH2:25][CH3:26])([OH:24])[CH2:22][CH3:23])[CH2:13][N:14]2[CH2:19][CH2:18][N:17](C)[CH2:16][CH2:15]2)[CH:7]=[CH:8][C:9]=1[O:10][CH3:11].BrC1C=C(C(C(CC)(O)CC)C(N2CCN(C(OC(C)(C)C)=O)CC2)=O)C=CC=1OC.